This data is from NCI-60 drug combinations with 297,098 pairs across 59 cell lines. The task is: Regression. Given two drug SMILES strings and cell line genomic features, predict the synergy score measuring deviation from expected non-interaction effect. (1) Drug 1: CC1OCC2C(O1)C(C(C(O2)OC3C4COC(=O)C4C(C5=CC6=C(C=C35)OCO6)C7=CC(=C(C(=C7)OC)O)OC)O)O. Drug 2: C1=CC(=CC=C1CC(C(=O)O)N)N(CCCl)CCCl.Cl. Cell line: HL-60(TB). Synergy scores: CSS=91.8, Synergy_ZIP=16.3, Synergy_Bliss=16.8, Synergy_Loewe=12.4, Synergy_HSA=17.1. (2) Drug 1: CCCCCOC(=O)NC1=NC(=O)N(C=C1F)C2C(C(C(O2)C)O)O. Drug 2: CC12CCC3C(C1CCC2OP(=O)(O)O)CCC4=C3C=CC(=C4)OC(=O)N(CCCl)CCCl.[Na+]. Cell line: EKVX. Synergy scores: CSS=5.33, Synergy_ZIP=-2.37, Synergy_Bliss=-2.86, Synergy_Loewe=-2.15, Synergy_HSA=-2.51. (3) Drug 1: CS(=O)(=O)CCNCC1=CC=C(O1)C2=CC3=C(C=C2)N=CN=C3NC4=CC(=C(C=C4)OCC5=CC(=CC=C5)F)Cl. Drug 2: C1CN(CCN1C(=O)CCBr)C(=O)CCBr. Cell line: NCI-H522. Synergy scores: CSS=45.8, Synergy_ZIP=-5.92, Synergy_Bliss=-1.73, Synergy_Loewe=4.87, Synergy_HSA=4.81. (4) Drug 1: COC1=NC(=NC2=C1N=CN2C3C(C(C(O3)CO)O)O)N. Drug 2: CN(C(=O)NC(C=O)C(C(C(CO)O)O)O)N=O. Cell line: NCI-H460. Synergy scores: CSS=-1.64, Synergy_ZIP=2.76, Synergy_Bliss=2.88, Synergy_Loewe=1.09, Synergy_HSA=-0.664.